From a dataset of Reaction yield outcomes from USPTO patents with 853,638 reactions. Predict the reaction yield, written as a fraction of the theoretical maximum amount of product (1.0 means a 100% yield; for example, 0.34 means a 34% yield). (1) The reactants are [CH2:1]([O:8][C:9]1[CH:10]=[C:11]2[C:16](=[CH:17][CH:18]=1)[C:15]([O:19][S:20]([CH3:23])(=[O:22])=[O:21])=[C:14](Br)[CH:13]=[CH:12]2)[C:2]1[CH:7]=[CH:6][CH:5]=[CH:4][CH:3]=1.[F:25][C:26]1[CH:31]=[CH:30][C:29](B(O)O)=[CH:28][CH:27]=1.C(=O)([O-])[O-].[Na+].[Na+].C(O)C. The catalyst is C1(C)C=CC=CC=1.O. The product is [CH2:1]([O:8][C:9]1[CH:10]=[C:11]2[C:16](=[CH:17][CH:18]=1)[C:15]([O:19][S:20]([CH3:23])(=[O:22])=[O:21])=[C:14]([C:29]1[CH:30]=[CH:31][C:26]([F:25])=[CH:27][CH:28]=1)[CH:13]=[CH:12]2)[C:2]1[CH:7]=[CH:6][CH:5]=[CH:4][CH:3]=1. The yield is 0.980. (2) The reactants are [Cl:1][C:2]1[CH:7]=[CH:6][CH:5]=[CH:4][C:3]=1[CH:8]=O.[CH3:10][CH2:11]C(=O)CC.B(F)(F)F.CCOCC.O. The catalyst is CCCCCC. The product is [Cl:1][C:2]1[CH:7]=[CH:6][CH:5]=[CH:4][C:3]=1/[CH:8]=[CH:10]/[CH3:11]. The yield is 0.580.